This data is from Forward reaction prediction with 1.9M reactions from USPTO patents (1976-2016). The task is: Predict the product of the given reaction. (1) Given the reactants [P:1]([O:44]C(C)(C)C)([O:39]C(C)(C)C)([O:3][CH2:4][C@@H:5]([NH:14][C:15](=[O:38])[C:16]1[CH:21]=[CH:20][C:19]([C:22]2[C:27]([NH2:28])=[N:26][CH:25]=[C:24]([C@H:29]3[CH2:34][CH2:33][C@H:32]([OH:35])[C@@H:31]([F:36])[CH2:30]3)[N:23]=2)=[CH:18][C:17]=1[F:37])[C:6]1[CH:11]=[C:10]([I:12])[CH:9]=[C:8]([F:13])[CH:7]=1)=[O:2].Cl.O1CCOCC1, predict the reaction product. The product is: [P:1]([OH:39])([OH:44])([O:3][CH2:4][C@@H:5]([NH:14][C:15](=[O:38])[C:16]1[CH:21]=[CH:20][C:19]([C:22]2[C:27]([NH2:28])=[N:26][CH:25]=[C:24]([C@H:29]3[CH2:34][CH2:33][C@H:32]([OH:35])[C@@H:31]([F:36])[CH2:30]3)[N:23]=2)=[CH:18][C:17]=1[F:37])[C:6]1[CH:11]=[C:10]([I:12])[CH:9]=[C:8]([F:13])[CH:7]=1)=[O:2]. (2) Given the reactants [C:1]12([O:21][CH2:20][CH2:19][O:18]1)[C:10]1[C:5](=[CH:6][CH:7]=[CH:8][CH:9]=1)[CH2:4][C@@H:3]([CH:11]=[CH:12][C:13]([O:15][CH2:16][CH3:17])=[O:14])[CH2:2]2, predict the reaction product. The product is: [C:1]12([O:18][CH2:19][CH2:20][O:21]1)[C:10]1[C:5](=[CH:6][CH:7]=[CH:8][CH:9]=1)[CH2:4][C@@H:3]([CH2:11][CH2:12][C:13]([O:15][CH2:16][CH3:17])=[O:14])[CH2:2]2. (3) Given the reactants [CH3:1][S:2]([O:5]S(C)(=O)=O)(=[O:4])=[O:3].[O:10]1[CH:14]=[CH:13][C:12]([CH:15](O)[CH3:16])=[N:11]1.C(N(CC)CC)C.C(OCC)(=O)C, predict the reaction product. The product is: [CH3:1][S:2]([O:5][CH:15]([C:12]1[CH:13]=[CH:14][O:10][N:11]=1)[CH3:16])(=[O:4])=[O:3]. (4) Given the reactants [C:1]([O:5][C:6]([NH:8][C@H:9]1[CH2:17][O:16][C:15](=[O:18])[C@H:14]([CH2:19][C:20]([OH:22])=[O:21])[C@@H:13]([O:23][C:24](=[O:28])[CH:25]([CH3:27])[CH3:26])[C@H:12]([CH3:29])[O:11][C:10]1=[O:30])=[O:7])([CH3:4])([CH3:3])[CH3:2].[C:31](O)([CH3:34])([CH3:33])[CH3:32].C(=NC(C)C)=NC(C)C, predict the reaction product. The product is: [C:24]([O:23][C@@H:13]1[C@@H:14]([CH2:19][C:20]([O:22][C:31]([CH3:34])([CH3:33])[CH3:32])=[O:21])[C:15](=[O:18])[O:16][CH2:17][C@H:9]([NH:8][C:6]([O:5][C:1]([CH3:2])([CH3:4])[CH3:3])=[O:7])[C:10](=[O:30])[O:11][C@H:12]1[CH3:29])(=[O:28])[CH:25]([CH3:26])[CH3:27]. (5) Given the reactants [CH:1]1([C:7]2[CH:14]=[CH:13][C:10]([CH2:11]O)=[C:9]([F:15])[CH:8]=2)[CH2:6][CH2:5][CH2:4][CH2:3][CH2:2]1.[Cl:16]CCl, predict the reaction product. The product is: [CH:1]1([C:7]2[CH:14]=[CH:13][C:10]([CH2:11][Cl:16])=[C:9]([F:15])[CH:8]=2)[CH2:6][CH2:5][CH2:4][CH2:3][CH2:2]1. (6) The product is: [CH3:1][N:2]1[CH2:7][CH2:6][CH:5]([C:8]2[C:16]3[C:11](=[CH:12][CH:13]=[C:14]([OH:17])[CH:15]=3)[NH:10][CH:9]=2)[CH2:4][CH2:3]1. Given the reactants [CH3:1][N:2]1[CH2:7][CH:6]=[C:5]([C:8]2[C:16]3[C:11](=[CH:12][CH:13]=[C:14]([OH:17])[CH:15]=3)[NH:10][CH:9]=2)[CH2:4][CH2:3]1.C([SiH](CC)CC)C, predict the reaction product. (7) The product is: [Cl:1][C:2]1[NH:10][C:9]2[C:8](=[O:14])[N:7]([CH3:15])[C:6](=[O:16])[N:5]([CH2:23][CH3:24])[C:4]=2[N:3]=1. Given the reactants [Cl:1][C:2]1[N:10](CC=C)[C:9]2[C:8](=[O:14])[N:7]([CH3:15])[C:6](=[O:16])[NH:5][C:4]=2[N:3]=1.C(=O)([O-])[O-].[Na+].[Na+].[CH2:23](I)[CH3:24].N1CCOCC1, predict the reaction product. (8) Given the reactants [I:1][C:2]1[CH:7]=[CH:6][C:5]([C:8]2[NH:13][C:12](=[S:14])[N:11]3[N:15]=[CH:16][CH:17]=[C:10]3[CH:9]=2)=[CH:4][CH:3]=1.Cl.[CH3:19]O, predict the reaction product. The product is: [I:1][C:2]1[CH:3]=[CH:4][C:5]([C:8]2[N:13]=[C:12]([S:14][CH3:19])[N:11]3[N:15]=[CH:16][CH:17]=[C:10]3[CH:9]=2)=[CH:6][CH:7]=1.